Dataset: HIV replication inhibition screening data with 41,000+ compounds from the AIDS Antiviral Screen. Task: Binary Classification. Given a drug SMILES string, predict its activity (active/inactive) in a high-throughput screening assay against a specified biological target. The molecule is CCCC(=O)OC1C(C)C2(O)C(C=C(CO)CC3(O)C(=O)C(C)=CC32)C2C(C)(C)C12OC(=O)CCC. The result is 0 (inactive).